From a dataset of Drug-target binding data from BindingDB using IC50 measurements. Regression. Given a target protein amino acid sequence and a drug SMILES string, predict the binding affinity score between them. We predict pIC50 (pIC50 = -log10(IC50 in M); higher means more potent). Dataset: bindingdb_ic50. (1) The small molecule is COC(C(=O)O)c1c(C)nc2ccc(Br)cc2c1-c1ccc(Cl)cc1. The target protein (P12497) has sequence MGARASVLSGGELDKWEKIRLRPGGKKQYKLKHIVWASRELERFAVNPGLLETSEGCRQILGQLQPSLQTGSEELRSLYNTIAVLYCVHQRIDVKDTKEALDKIEEEQNKSKKKAQQAAADTGNNSQVSQNYPIVQNLQGQMVHQAISPRTLNAWVKVVEEKAFSPEVIPMFSALSEGATPQDLNTMLNTVGGHQAAMQMLKETINEEAAEWDRLHPVHAGPIAPGQMREPRGSDIAGTTSTLQEQIGWMTHNPPIPVGEIYKRWIILGLNKIVRMYSPTSILDIRQGPKEPFRDYVDRFYKTLRAEQASQEVKNWMTETLLVQNANPDCKTILKALGPGATLEEMMTACQGVGGPGHKARVLAEAMSQVTNPATIMIQKGNFRNQRKTVKCFNCGKEGHIAKNCRAPRKKGCWKCGKEGHQMKDCTERQANFLREDLAFPQGKAREFSSEQTRANSPTRRELQVWGRDNNSLSEAGADRQGTVSFSFPQITLWQRPLVT.... The pIC50 is 6.4. (2) The drug is CSCCC(NC(=O)[C@@H]1CC[C@@H]2CC[C@](Cc3ccccc3)(NC(=O)[C@@H](N)CS)C(=O)N12)C(=O)O. The target protein sequence is MEFVKCLGHPEEFYNLLRFQMGGRRKVIPKMDQDSLSSSLKTCYKYLNQTSRSFAAVIQALDGEMRHAVCIFYLVLRALDTLEDDMTISIERKVPLLHNFHSYLYEPDWRFTESKEKDRQVLEDFPTISLEFRNLAEKYQTVIVDVCQKMGFGMAEFLDKRVTSEREWDKYCHYVAGLVGIGLSRLFSASELEDPLIGEDTERANSMGLFLQKTNIIRDYLEDQREGREFWPQETWSKYVKKLGDFAKPENIDLAVQCLNELITNTLHHIPDVITYLSRLRNQSIFNFCAIPQVMAIATLAACYNNQQVFKGVVKIRKGQAVTLMMDATNMPAVKAIIHQYMEEIYHRIPNSDPCSTKTQQIISTIRTQNLPNCQLVSRSHYSPIYLSFVMLLAALSWQYLSTLSQVTEDYVQTGEH. The pIC50 is 3.7. (3) The compound is CS(=O)(=O)N1CCc2[nH]nc(C(=O)N3CCC(c4cc(C(F)(F)F)cc(C(F)(F)F)c4)CC3)c2C1. The target protein (P02766) has sequence MASHRLLLLCLAGLVFVSEAGPTGTGESKCPLMVKVLDAVRGSPAINVAVHVFRKAADDTWEPFASGKTSESGELHGLTTEEEFVEGIYKVEIDTKSYWKALGISPFHEHAEVVFTANDSGPRRYTIAALLSPYSYSTTAVVTNPKE. The pIC50 is 6.4. (4) The small molecule is C=CC(=O)Nc1ccc(OC)c(-c2cc3c(cn2)cc(-c2c(Cl)c(OC)cc(OC)c2Cl)c(=O)n3CC)c1. The target protein (Q9NZJ5) has sequence MERAISPGLLVRALLLLLLLLGLAARTVAAGRARGLPAPTAEAAFGLGAAAAPTSATRVPAAGAVAAAEVTVEDAEALPAAAGEQEPRGPEPDDETELRPRGRSLVIISTLDGRIAALDPENHGKKQWDLDVGSGSLVSSSLSKPEVFGNKMIIPSLDGALFQWDQDRESMETVPFTVESLLESSYKFGDDVVLVGGKSLTTYGLSAYSGKVRYICSALGCRQWDSDEMEQEEDILLLQRTQKTVRAVGPRSGNEKWNFSVGHFELRYIPDMETRAGFIESTFKPNENTEESKIISDVEEQEAAIMDIVIKVSVADWKVMAFSKKGGHLEWEYQFCTPIASAWLLKDGKVIPISLFDDTSYTSNDDVLEDEEDIVEAARGATENSVYLGMYRGQLYLQSSVRISEKFPSSPKALESVTNENAIIPLPTIKWKPLIHSPSRTPVLVGSDEFDKCLSNDKFSHEEYSNGALSILQYPYDNGYYLPYYKRERNKRSTQITVRF.... The pIC50 is 8.0. (5) The target protein (P61794) has sequence MAAASTSSPVISQPQFTAMNEQQCFYNESIAFFYNRSGKYLATEWNTVSKLVMGLGITVCVFIMLANLLVMVAIYVNRRFHFPIYYLMANLAAADFFAGLAYFYLMFNTGPNTRRLTVSTWLLRQGLIDTSLTASVANLLAIAIERHITVFRMQLHTRMSNRRVVVVIVVIWTMAIVMGAIPSVGWNCICDIDHCSNMAPLYSDSYLVFWAIFNLVTFVVMVVLYAHIFGYVRQRTMRMSRHSSGPRRNRDTMMSLLKTVVIVLGAFIVCWTPGLVLLLLDVCCPQCDVLAYEKFFLLLAEFNSAMNPIIYSYRDKEMSATFRQILCCQRNENPNGPTEGSDRSASSLNHTILAGVHSNDHSVV. The pIC50 is 5.3. The small molecule is CCCCCCCCc1ccc(CCCCCCC2OCC(COP(=O)([O-])O)O2)cc1. (6) The compound is CS(=O)(=O)N1CCc2c(-c3cnc(N)nc3)nc(N3CCOCC3)nc21. The target protein (O00443) has sequence MAQISSNSGFKECPSSHPEPTRAKDVDKEEALQMEAEALAKLQKDRQVTDNQRGFELSSSTRKKAQVYNKQDYDLMVFPESDSQKRALDIDVEKLTQAELEKLLLDDSFETKKTPVLPVTPILSPSFSAQLYFRPTIQRGQWPPGLPGPSTYALPSIYPSTYSKQAAFQNGFNPRMPTFPSTEPIYLSLPGQSPYFSYPLTPATPFHPQGSLPIYRPVVSTDMAKLFDKIASTSEFLKNGKARTDLEITDSKVSNLQVSPKSEDISKFDWLDLDPLSKPKVDNVEVLDHEEEKNVSSLLAKDPWDAVLLEERSTANCHLERKVNGKSLSVATVTRSQSLNIRTTQLAKAQGHISQKDPNGTSSLPTGSSLLQEVEVQNEEMAAFCRSITKLKTKFPYTNHRTNPGYLLSPVTAQRNICGENASVKVSIDIEGFQLPVTFTCDVSSTVEIIIMQALCWVHDDLNQVDVGSYVLKVCGQEEVLQNNHCLGSHEHIQNCRKWD.... The pIC50 is 5.0.